From a dataset of NCI-60 drug combinations with 297,098 pairs across 59 cell lines. Regression. Given two drug SMILES strings and cell line genomic features, predict the synergy score measuring deviation from expected non-interaction effect. Drug 1: COC1=CC(=CC(=C1O)OC)C2C3C(COC3=O)C(C4=CC5=C(C=C24)OCO5)OC6C(C(C7C(O6)COC(O7)C8=CC=CS8)O)O. Drug 2: C1CC(=O)NC(=O)C1N2C(=O)C3=CC=CC=C3C2=O. Cell line: TK-10. Synergy scores: CSS=27.6, Synergy_ZIP=-9.02, Synergy_Bliss=-0.651, Synergy_Loewe=-16.8, Synergy_HSA=0.533.